From a dataset of Full USPTO retrosynthesis dataset with 1.9M reactions from patents (1976-2016). Predict the reactants needed to synthesize the given product. (1) Given the product [CH2:31]([O:34][C:35]1[C:36]([N:41]2[CH2:46][CH2:45][N:44]([CH2:15][CH2:16][CH2:17][CH2:18][O:19][C:20]3[CH:29]=[CH:28][C:27]4[C:22](=[C:23]([OH:30])[CH:24]=[CH:25][CH:26]=4)[N:21]=3)[CH2:43][CH2:42]2)=[N:37][CH:38]=[CH:39][CH:40]=1)[CH2:32][CH3:33], predict the reactants needed to synthesize it. The reactants are: ClC1C(Cl)=CC=CC=1N1CCN([CH2:15][CH2:16][CH2:17][CH2:18][O:19][C:20]2[CH:29]=[CH:28][C:27]3[C:22](=[C:23]([OH:30])[CH:24]=[CH:25][CH:26]=3)[N:21]=2)CC1.[CH2:31]([O:34][C:35]1[C:36]([N:41]2[CH2:46][CH2:45][NH:44][CH2:43][CH2:42]2)=[N:37][CH:38]=[CH:39][CH:40]=1)[CH2:32][CH3:33]. (2) Given the product [CH2:1]([O:8][CH2:9][N:10]1[C:15](=[O:16])[C:14]([Br:17])=[N:13][N:12]([CH2:18][C:19]2[CH:24]=[CH:23][CH:22]=[C:21]3[C:20]=2[CH:25]=[CH:34][N:35]3[C:40]([O:42][C:43]([CH3:46])([CH3:45])[CH3:44])=[O:41])[C:11]1=[O:28])[C:2]1[CH:7]=[CH:6][CH:5]=[CH:4][CH:3]=1, predict the reactants needed to synthesize it. The reactants are: [CH2:1]([O:8][CH2:9][N:10]1[C:15](=[O:16])[C:14]([Br:17])=[N:13][N:12]([CH2:18][C:19](F)(F)[C:20]2[CH:25]=[CH:24][CH:23]=[CH:22][CH:21]=2)[C:11]1=[O:28])[C:2]1[CH:7]=[CH:6][CH:5]=[CH:4][CH:3]=1.OCC1C=CC=C2C=1C=[CH:34][N:35]2[C:40]([O:42][C:43]([CH3:46])([CH3:45])[CH3:44])=[O:41]. (3) The reactants are: C(N(CC)CC)C.[C:8](Cl)(=[O:10])[CH3:9].[NH:12]1[CH2:17][CH2:16][CH2:15][CH2:14][CH:13]1[CH2:18][NH:19][C:20]1[CH:25]=[CH:24][N:23]=[C:22]([C:26]2[N:30]3[CH:31]=[C:32]([C:35]#[N:36])[CH:33]=[CH:34][C:29]3=[N:28][CH:27]=2)[N:21]=1. Given the product [C:8]([N:12]1[CH2:17][CH2:16][CH2:15][CH2:14][CH:13]1[CH2:18][NH:19][C:20]1[CH:25]=[CH:24][N:23]=[C:22]([C:26]2[N:30]3[CH:31]=[C:32]([C:35]#[N:36])[CH:33]=[CH:34][C:29]3=[N:28][CH:27]=2)[N:21]=1)(=[O:10])[CH3:9], predict the reactants needed to synthesize it. (4) Given the product [CH3:1][C:2]([CH3:10])([C:4](=[O:9])[CH:5]=[C:6]([NH:22][CH2:21][CH2:20][O:19][CH3:18])[CH3:7])[CH3:3], predict the reactants needed to synthesize it. The reactants are: [CH3:1][C:2]([CH3:10])([C:4](=[O:9])[CH2:5][C:6](=O)[CH3:7])[CH3:3].S([O-])([O-])(=O)=O.[Na+].[Na+].[CH3:18][O:19][CH2:20][CH2:21][NH2:22]. (5) Given the product [CH3:1][O:2][C:3](=[O:58])[CH2:4][CH2:5][C:6]1[CH:11]=[C:10]([C:12](=[O:26])[C:13]2[CH:18]=[CH:17][C:16]([O:19][CH:20]3[CH2:24][CH2:23][CH2:22][CH2:21]3)=[CH:15][C:14]=2[OH:25])[CH:9]=[CH:8][C:7]=1[O:27][CH2:28][C:29]1[CH:57]=[CH:56][C:32]2[C:33]([OH:55])=[N:34][O:35][C:31]=2[CH:30]=1, predict the reactants needed to synthesize it. The reactants are: [CH3:1][O:2][C:3](=[O:58])[CH2:4][CH2:5][C:6]1[CH:11]=[C:10]([C:12](=[O:26])[C:13]2[CH:18]=[CH:17][C:16]([O:19][CH:20]3[CH2:24][CH2:23][CH2:22][CH2:21]3)=[CH:15][C:14]=2[OH:25])[CH:9]=[CH:8][C:7]=1[O:27][CH2:28][C:29]1[CH:57]=[CH:56][C:32]2[C:33](=[O:55])[N:34](C(C3C=CC=CC=3)(C3C=CC=CC=3)C3C=CC=CC=3)[O:35][C:31]=2[CH:30]=1.C(C(C)=O)C(C)C.S(=O)(=O)(O)O.[OH-].[Na+]. (6) Given the product [NH2:33][C:26](=[O:28])[C@@H:25]([NH:24][C:6]1[N:7]=[C:8]([C:10]2[CH:15]=[CH:14][C:13]([O:16][C:17]3[CH:18]=[CH:19][C:20]([F:23])=[CH:21][CH:22]=3)=[CH:12][CH:11]=2)[N:9]=[C:4]([C:1]([NH2:2])=[O:3])[CH:5]=1)[CH3:30], predict the reactants needed to synthesize it. The reactants are: [C:1]([C:4]1[N:9]=[C:8]([C:10]2[CH:15]=[CH:14][C:13]([O:16][C:17]3[CH:22]=[CH:21][C:20]([F:23])=[CH:19][CH:18]=3)=[CH:12][CH:11]=2)[N:7]=[C:6]([NH:24][C@@H:25]([CH3:30])[C:26]([O:28]C)=O)[CH:5]=1)(=[O:3])[NH2:2].CO.[NH3:33]. (7) Given the product [CH3:23][C:17]1[CH:18]=[C:19]([CH3:22])[CH:20]=[CH:21][C:16]=1[N:13]1[CH2:14][CH2:15][N:10]([C:8]([C:5]2[CH:6]=[CH:7][C:2]([N:27]3[CH2:28][CH2:29][O:25][C:26]3=[O:30])=[C:3]([F:24])[CH:4]=2)=[O:9])[CH2:11][CH2:12]1, predict the reactants needed to synthesize it. The reactants are: Br[C:2]1[CH:7]=[CH:6][C:5]([C:8]([N:10]2[CH2:15][CH2:14][N:13]([C:16]3[CH:21]=[CH:20][C:19]([CH3:22])=[CH:18][C:17]=3[CH3:23])[CH2:12][CH2:11]2)=[O:9])=[CH:4][C:3]=1[F:24].[O:25]1[CH2:29][CH2:28][NH:27][C:26]1=[O:30].